This data is from Forward reaction prediction with 1.9M reactions from USPTO patents (1976-2016). The task is: Predict the product of the given reaction. (1) Given the reactants [BH4-].[Na+].[C:3]([Si:7]([CH3:21])([CH3:20])[O:8][C@H:9]([C:13]([CH3:19])([CH3:18])[C:14](=[O:17])[CH2:15][CH3:16])[CH2:10][CH:11]=[O:12])([CH3:6])([CH3:5])[CH3:4].N1C=CN=C1.[Si:27](Cl)([C:30]([CH3:33])([CH3:32])[CH3:31])([CH3:29])[CH3:28].[Cl-].[NH4+], predict the reaction product. The product is: [C:3]([Si:7]([CH3:20])([CH3:21])[O:8][C@@H:9]([CH2:10][CH2:11][O:12][Si:27]([C:30]([CH3:33])([CH3:32])[CH3:31])([CH3:29])[CH3:28])[C:13]([CH3:19])([CH3:18])[C:14](=[O:17])[CH2:15][CH3:16])([CH3:5])([CH3:4])[CH3:6]. (2) Given the reactants [Cl:1][C:2]1[CH:7]=[CH:6][C:5]([NH:8][C:9]2[N:14]=[C:13](Cl)[N:12]=[C:11]([Cl:16])[N:10]=2)=[CH:4][CH:3]=1.[CH3:17][O:18][C:19]1[CH:24]=[CH:23][C:22]([NH2:25])=[CH:21][CH:20]=1, predict the reaction product. The product is: [Cl:16][C:11]1[N:10]=[C:9]([NH:8][C:5]2[CH:4]=[CH:3][C:2]([Cl:1])=[CH:7][CH:6]=2)[N:14]=[C:13]([NH:25][C:22]2[CH:23]=[CH:24][C:19]([O:18][CH3:17])=[CH:20][CH:21]=2)[N:12]=1. (3) Given the reactants C(Cl)(Cl)Cl.[F:5][C:6]([F:24])([F:23])[O:7][C:8]1[CH:13]=[CH:12][C:11]([CH:14]2[C:18]([OH:19])=[C:17]([C:20]([CH3:22])=[O:21])[CH2:16][S:15]2)=[CH:10][CH:9]=1.S(Cl)(Cl)(=O)=O, predict the reaction product. The product is: [F:24][C:6]([F:5])([F:23])[O:7][C:8]1[CH:9]=[CH:10][C:11]([C:14]2[S:15][CH:16]=[C:17]([C:20]([CH3:22])=[O:21])[C:18]=2[OH:19])=[CH:12][CH:13]=1. (4) Given the reactants [C:1]([C:5]1[CH:10]=[CH:9][C:8]([NH2:11])=[C:7]([NH2:12])[CH:6]=1)([CH3:4])([CH3:3])[CH3:2].[N:13]([C:16]1[C:17]([O:22][C:23]2[CH:28]=[CH:27][CH:26]=[C:25]([C:29]([F:32])([F:31])[F:30])[CH:24]=2)=[N:18][CH:19]=[CH:20][CH:21]=1)=[C:14]=S, predict the reaction product. The product is: [C:1]([C:5]1[CH:10]=[CH:9][C:8]2[N:11]=[C:14]([NH:13][C:16]3[C:17]([O:22][C:23]4[CH:28]=[CH:27][CH:26]=[C:25]([C:29]([F:32])([F:30])[F:31])[CH:24]=4)=[N:18][CH:19]=[CH:20][CH:21]=3)[NH:12][C:7]=2[CH:6]=1)([CH3:4])([CH3:2])[CH3:3].